This data is from Forward reaction prediction with 1.9M reactions from USPTO patents (1976-2016). The task is: Predict the product of the given reaction. (1) The product is: [C:18]([O:22][C:23]([NH:4][CH:5]1[CH:9]([OH:10])[CH2:8][N:7]([C:11]([O:13][C:14]([CH3:17])([CH3:16])[CH3:15])=[O:12])[CH2:6]1)=[O:24])([CH3:21])([CH3:20])[CH3:19]. Given the reactants ClCCl.[NH2:4][C@H:5]1[C@H:9]([OH:10])[CH2:8][N:7]([C:11]([O:13][C:14]([CH3:17])([CH3:16])[CH3:15])=[O:12])[CH2:6]1.[C:18]([O:22][C:23](O[C:23]([O:22][C:18]([CH3:21])([CH3:20])[CH3:19])=[O:24])=[O:24])([CH3:21])([CH3:20])[CH3:19], predict the reaction product. (2) Given the reactants [NH:1]1[CH:6]=[CH:5][C:4](=[O:7])[NH:3][C:2]1=[O:8].[OH-:9].[K+].[CH2:11]=O, predict the reaction product. The product is: [OH:9][CH2:11][C:5]1[C:4](=[O:7])[NH:3][C:2](=[O:8])[NH:1][CH:6]=1. (3) Given the reactants C[O:2][C:3]([CH:5]1[CH2:9][CH:8]([N:10]([CH2:19][C:20]2[CH:25]=[CH:24][C:23]([F:26])=[CH:22][C:21]=2[F:27])[C:11]([O:13][CH2:14][C:15]([Cl:18])([Cl:17])[Cl:16])=[O:12])[CH2:7][N:6]1[C:28]([O:30][C:31]([CH3:34])([CH3:33])[CH3:32])=[O:29])=[O:4].[Li+].[OH-], predict the reaction product. The product is: [C:31]([O:30][C:28]([N:6]1[CH2:7][CH:8]([N:10]([CH2:19][C:20]2[CH:25]=[CH:24][C:23]([F:26])=[CH:22][C:21]=2[F:27])[C:11]([O:13][CH2:14][C:15]([Cl:17])([Cl:16])[Cl:18])=[O:12])[CH2:9][CH:5]1[C:3]([OH:4])=[O:2])=[O:29])([CH3:34])([CH3:32])[CH3:33].